From a dataset of Reaction yield outcomes from USPTO patents with 853,638 reactions. Predict the reaction yield, written as a fraction of the theoretical maximum amount of product (1.0 means a 100% yield; for example, 0.34 means a 34% yield). (1) The reactants are [C:1]1([Mg]Br)[CH:6]=[CH:5][CH:4]=[CH:3][CH:2]=1.[N:9]12[CH2:16][CH2:15][CH:12]([CH2:13][CH2:14]1)[C@@H:11]([O:17][C:18](=[O:26])[C:19](=[O:25])[C:20]1[O:21][CH:22]=[CH:23][CH:24]=1)[CH2:10]2.[Cl-].[NH4+].CCOCC. The catalyst is C1COCC1.N#N. The product is [N:9]12[CH2:16][CH2:15][CH:12]([CH2:13][CH2:14]1)[C@@H:11]([O:17][C:18](=[O:26])[C:19]([C:20]1[O:21][CH:22]=[CH:23][CH:24]=1)([OH:25])[C:1]1[CH:6]=[CH:5][CH:4]=[CH:3][CH:2]=1)[CH2:10]2. The yield is 0.400. (2) The product is [CH3:1][C:2]1[CH:3]=[C:4]([O:15][C:16]2[C:25]3[C:20](=[CH:21][C:22]([O:28][CH2:36][CH2:37][OH:38])=[C:23]([O:26][CH3:27])[CH:24]=3)[N:19]=[CH:18][CH:17]=2)[C:5]([C:9]2[CH:10]=[CH:11][CH:12]=[CH:13][CH:14]=2)=[N:6][C:7]=1[CH3:8]. The reactants are [CH3:1][C:2]1[CH:3]=[C:4]([O:15][C:16]2[C:25]3[C:20](=[CH:21][C:22]([OH:28])=[C:23]([O:26][CH3:27])[CH:24]=3)[N:19]=[CH:18][CH:17]=2)[C:5]([C:9]2[CH:14]=[CH:13][CH:12]=[CH:11][CH:10]=2)=[N:6][C:7]=1[CH3:8].C(=O)([O-])[O-].[K+].[K+].Br[CH2:36][CH2:37][OH:38]. The catalyst is CN(C)C=O. The yield is 0.760. (3) The reactants are [N:1]1[CH:6]=[CH:5][N:4]=[CH:3][C:2]=1[C:7]1[N:11]2[CH2:12][CH2:13][N:14]([C:16]([O:18][CH2:19][CH2:20][Si:21]([CH3:24])([CH3:23])[CH3:22])=[O:17])[CH2:15][C:10]2=[N:9][N:8]=1.C(Cl)(Cl)Cl.CC#N.I([O-])(=O)(=O)=[O:33].[Na+]. The catalyst is O.O.[Ru](=O)=O. The product is [O:33]=[C:15]1[N:14]([C:16]([O:18][CH2:19][CH2:20][Si:21]([CH3:24])([CH3:23])[CH3:22])=[O:17])[CH2:13][CH2:12][N:11]2[C:7]([C:2]3[CH:3]=[N:4][CH:5]=[CH:6][N:1]=3)=[N:8][N:9]=[C:10]12. The yield is 0.630. (4) The reactants are [CH:1]1([N:4]2[C:13]3[C:8](=[C:9]([CH3:17])[C:10]([F:16])=[C:11](F)[C:12]=3[F:14])[C:7](=[O:18])[C:6]([C:19]([OH:21])=[O:20])=[CH:5]2)[CH2:3][CH2:2]1.[NH2:22][CH2:23][CH:24]1[CH:29]([OH:30])[CH2:28][CH2:27][NH:26][CH2:25]1. No catalyst specified. The product is [CH:1]1([N:4]2[C:13]3[C:8](=[C:9]([CH3:17])[C:10]([F:16])=[C:11]([N:26]4[CH2:27][CH2:28][CH:29]([OH:30])[CH:24]([CH2:23][NH2:22])[CH2:25]4)[C:12]=3[F:14])[C:7](=[O:18])[C:6]([C:19]([OH:21])=[O:20])=[CH:5]2)[CH2:2][CH2:3]1. The yield is 0.459. (5) The reactants are [Cl:1][C:2]1[N:3]=[CH:4][C:5]2[CH:10]=[CH:9][N:8]([CH2:11][C:12]([O:14]CC)=[O:13])[C:6]=2[N:7]=1.[OH-].[Na+]. The catalyst is CCO.O. The product is [Cl:1][C:2]1[N:3]=[CH:4][C:5]2[CH:10]=[CH:9][N:8]([CH2:11][C:12]([OH:14])=[O:13])[C:6]=2[N:7]=1. The yield is 0.500.